Dataset: Peptide-MHC class II binding affinity with 134,281 pairs from IEDB. Task: Regression. Given a peptide amino acid sequence and an MHC pseudo amino acid sequence, predict their binding affinity value. This is MHC class II binding data. (1) The peptide sequence is VALFAVFLGSAHGIP. The MHC is HLA-DQA10501-DQB10301 with pseudo-sequence HLA-DQA10501-DQB10301. The binding affinity (normalized) is 0.881. (2) The peptide sequence is EKKYFAATQFEPLAM. The MHC is HLA-DPA10301-DPB10402 with pseudo-sequence HLA-DPA10301-DPB10402. The binding affinity (normalized) is 0.780. (3) The peptide sequence is PLGLLLKNLTTSSYV. The binding affinity (normalized) is 0.678. The MHC is DRB1_1501 with pseudo-sequence DRB1_1501. (4) The peptide sequence is VDSGAQLGELYYAIH. The MHC is HLA-DPA10103-DPB10401 with pseudo-sequence HLA-DPA10103-DPB10401. The binding affinity (normalized) is 0.548.